This data is from Reaction yield outcomes from USPTO patents with 853,638 reactions. The task is: Predict the reaction yield, written as a fraction of the theoretical maximum amount of product (1.0 means a 100% yield; for example, 0.34 means a 34% yield). The reactants are [Cl:1][C:2]1[CH:7]=[CH:6][CH:5]=[CH:4][C:3]=1[CH2:8][O:9][C:10]1[C:15]([O:16][CH2:17][C:18]2[CH:23]=[CH:22][CH:21]=[CH:20][C:19]=2[Cl:24])=[CH:14][CH:13]=[CH:12][C:11]=1[CH:25](O)[C:26]([OH:28])=[O:27].[NH:30]1C2C=CC=CC=2N=N1.S(Cl)(Cl)=O.[N-]=[N+]=[N-].[Na+]. The catalyst is C(Cl)Cl.O. The product is [NH2:30][CH:25]([C:11]1[CH:12]=[CH:13][CH:14]=[C:15]([O:16][CH2:17][C:18]2[CH:23]=[CH:22][CH:21]=[CH:20][C:19]=2[Cl:24])[C:10]=1[O:9][CH2:8][C:3]1[CH:4]=[CH:5][CH:6]=[CH:7][C:2]=1[Cl:1])[C:26]([OH:28])=[O:27]. The yield is 0.620.